The task is: Regression. Given two drug SMILES strings and cell line genomic features, predict the synergy score measuring deviation from expected non-interaction effect.. This data is from NCI-60 drug combinations with 297,098 pairs across 59 cell lines. (1) Drug 1: CN(C)N=NC1=C(NC=N1)C(=O)N. Drug 2: CN1C2=C(C=C(C=C2)N(CCCl)CCCl)N=C1CCCC(=O)O.Cl. Cell line: IGROV1. Synergy scores: CSS=9.18, Synergy_ZIP=-5.39, Synergy_Bliss=-3.44, Synergy_Loewe=-7.54, Synergy_HSA=-2.55. (2) Drug 1: CS(=O)(=O)C1=CC(=C(C=C1)C(=O)NC2=CC(=C(C=C2)Cl)C3=CC=CC=N3)Cl. Drug 2: C1=NC2=C(N=C(N=C2N1C3C(C(C(O3)CO)O)F)Cl)N. Cell line: SW-620. Synergy scores: CSS=43.8, Synergy_ZIP=3.22, Synergy_Bliss=1.45, Synergy_Loewe=-41.0, Synergy_HSA=-0.703. (3) Drug 1: CCC1=CC2CC(C3=C(CN(C2)C1)C4=CC=CC=C4N3)(C5=C(C=C6C(=C5)C78CCN9C7C(C=CC9)(C(C(C8N6C)(C(=O)OC)O)OC(=O)C)CC)OC)C(=O)OC.C(C(C(=O)O)O)(C(=O)O)O. Drug 2: C1=CC(=C2C(=C1NCCNCCO)C(=O)C3=C(C=CC(=C3C2=O)O)O)NCCNCCO. Cell line: NCIH23. Synergy scores: CSS=70.2, Synergy_ZIP=-1.54, Synergy_Bliss=-1.87, Synergy_Loewe=-3.15, Synergy_HSA=2.18. (4) Drug 1: C1CCC(C(C1)N)N.C(=O)(C(=O)[O-])[O-].[Pt+4]. Drug 2: N.N.Cl[Pt+2]Cl. Cell line: SF-539. Synergy scores: CSS=37.0, Synergy_ZIP=-2.24, Synergy_Bliss=-0.122, Synergy_Loewe=-16.1, Synergy_HSA=1.45. (5) Drug 1: CC1CC2CCC3C(=C)CC(O3)CCC45CC6C(O4)C7C(O6)C(O5)C8C(O7)CCC(O8)CC(=O)CC9C(CC(C1=C)O2)OC(C9OC)CC(CN)O.CS(=O)(=O)O. Drug 2: CC1C(C(CC(O1)OC2CC(CC3=C2C(=C4C(=C3O)C(=O)C5=CC=CC=C5C4=O)O)(C(=O)C)O)N)O. Cell line: MCF7. Synergy scores: CSS=44.4, Synergy_ZIP=-8.35, Synergy_Bliss=-9.25, Synergy_Loewe=-1.41, Synergy_HSA=-0.364. (6) Drug 1: C1CCC(CC1)NC(=O)N(CCCl)N=O. Drug 2: CC1=CC=C(C=C1)C2=CC(=NN2C3=CC=C(C=C3)S(=O)(=O)N)C(F)(F)F. Cell line: M14. Synergy scores: CSS=-1.53, Synergy_ZIP=-0.307, Synergy_Bliss=-3.24, Synergy_Loewe=-4.58, Synergy_HSA=-4.83. (7) Drug 1: C1=NC(=NC(=O)N1C2C(C(C(O2)CO)O)O)N. Drug 2: CC1C(C(CC(O1)OC2CC(OC(C2O)C)OC3=CC4=CC5=C(C(=O)C(C(C5)C(C(=O)C(C(C)O)O)OC)OC6CC(C(C(O6)C)O)OC7CC(C(C(O7)C)O)OC8CC(C(C(O8)C)O)(C)O)C(=C4C(=C3C)O)O)O)O. Cell line: BT-549. Synergy scores: CSS=50.4, Synergy_ZIP=-5.64, Synergy_Bliss=-0.112, Synergy_Loewe=-0.970, Synergy_HSA=-0.830.